Dataset: Full USPTO retrosynthesis dataset with 1.9M reactions from patents (1976-2016). Task: Predict the reactants needed to synthesize the given product. (1) Given the product [Cl:8][C:5]1[N:4]=[CH:3][C:2]([C:14]([O:16][CH2:17][CH3:18])=[CH2:15])=[CH:7][N:6]=1, predict the reactants needed to synthesize it. The reactants are: Br[C:2]1[CH:3]=[N:4][C:5]([Cl:8])=[N:6][CH:7]=1.C([Sn](CCCC)(CCCC)[C:14]([O:16][CH2:17][CH3:18])=[CH2:15])CCC. (2) Given the product [C:1]1([C:17]2[CH:22]=[CH:21][CH:20]=[CH:19][CH:18]=2)[CH:6]=[CH:5][CH:4]=[CH:3][C:2]=1[C:7]([N:9]1[CH2:10][CH:11]2[CH:15]([CH2:14][N:13]([C:24]3[CH:29]=[CH:28][CH:27]=[C:26]([CH3:30])[N:25]=3)[CH2:12]2)[CH2:16]1)=[O:8], predict the reactants needed to synthesize it. The reactants are: [C:1]1([C:17]2[CH:22]=[CH:21][CH:20]=[CH:19][CH:18]=2)[CH:6]=[CH:5][CH:4]=[CH:3][C:2]=1[C:7]([N:9]1[CH2:16][CH:15]2[CH:11]([CH2:12][NH:13][CH2:14]2)[CH2:10]1)=[O:8].Cl[C:24]1[CH:29]=[CH:28][CH:27]=[C:26]([CH3:30])[N:25]=1. (3) Given the product [CH3:30][C:20]12[CH2:21][CH:22]([NH:16][CH2:17][CH2:18][CH2:19]1)[CH2:23][C:24]1[C:25]2=[CH:26][CH:27]=[CH:28][CH:29]=1, predict the reactants needed to synthesize it. The reactants are: FC(F)(F)S(O)(=O)=O.C(OC([N:16]1[CH:22]([CH2:23][C:24]2[CH:29]=[CH:28][CH:27]=[CH:26][CH:25]=2)[CH:21]=[C:20]([CH3:30])[CH2:19][CH2:18][CH2:17]1)=O)(C)(C)C. (4) Given the product [F:23][C:13]1[C:12]([CH2:11][C:8]2[N:6]3[N:7]=[C:2]([C:34]4[CH:35]=[N:31][NH:32][CH:33]=4)[CH:3]=[CH:4][C:5]3=[N:10][CH:9]=2)=[C:21]([F:22])[CH:20]=[C:19]2[C:14]=1[CH:15]=[CH:16][CH:17]=[N:18]2, predict the reactants needed to synthesize it. The reactants are: Cl[C:2]1[CH:3]=[CH:4][C:5]2[N:6]([C:8]([CH2:11][C:12]3[C:13]([F:23])=[C:14]4[C:19](=[CH:20][C:21]=3[F:22])[N:18]=[CH:17][CH:16]=[CH:15]4)=[CH:9][N:10]=2)[N:7]=1.C(OC([N:31]1[CH:35]=[C:34](B2OC(C)(C)C(C)(C)O2)[CH:33]=[N:32]1)=O)(C)(C)C.C([O-])([O-])=O.[K+].[K+].CCOC(C)=O. (5) Given the product [Cl:12][C:5]1[C:6]2[C:11](=[CH:10][CH:9]=[CH:8][CH:7]=2)[C:2]([N:18]2[CH2:17][CH2:16][N:15]([C:20]([O:22][C:23]([CH3:26])([CH3:25])[CH3:24])=[O:21])[C@@H:14]([CH3:13])[CH2:19]2)=[N:3][N:4]=1, predict the reactants needed to synthesize it. The reactants are: Cl[C:2]1[C:11]2[C:6](=[CH:7][CH:8]=[CH:9][CH:10]=2)[C:5]([Cl:12])=[N:4][N:3]=1.[CH3:13][C@H:14]1[CH2:19][NH:18][CH2:17][CH2:16][N:15]1[C:20]([O:22][C:23]([CH3:26])([CH3:25])[CH3:24])=[O:21].C(N(CC)CC)C.O. (6) Given the product [CH3:13][O:12][C:11]1[CH:10]=[C:9]([CH3:14])[C:8]2[NH:7][C:6](=[O:15])[C:5]3[S:16][CH:17]=[CH:18][C:4]=3[C:3]=2[C:2]=1[C:34]1[CH:35]=[CH:36][C:31]([N:20]([CH3:19])[CH2:21][CH2:22][NH:23][C:24](=[O:30])[O:25][C:26]([CH3:27])([CH3:28])[CH3:29])=[CH:32][CH:33]=1, predict the reactants needed to synthesize it. The reactants are: Br[C:2]1[C:3]2[C:4]3[CH:18]=[CH:17][S:16][C:5]=3[C:6](=[O:15])[NH:7][C:8]=2[C:9]([CH3:14])=[CH:10][C:11]=1[O:12][CH3:13].[CH3:19][N:20]([C:31]1[CH:36]=[CH:35][C:34](B2OC(C)(C)C(C)(C)O2)=[CH:33][CH:32]=1)[CH2:21][CH2:22][NH:23][C:24](=[O:30])[O:25][C:26]([CH3:29])([CH3:28])[CH3:27].